From a dataset of Forward reaction prediction with 1.9M reactions from USPTO patents (1976-2016). Predict the product of the given reaction. (1) Given the reactants I([O-])(=O)(=O)=O.[Na+].[F:7][C:8]1[CH:17]=[C:16]2[C:11]([CH:12]=[C:13]([C@@H:21]([N:23]3[C:31](=[O:32])[C:30]4[C:25](=[CH:26][CH:27]=[CH:28][CH:29]=4)[C:24]3=[O:33])[CH3:22])[C:14](/[CH:18]=C\C)=[N:15]2)=[CH:10][CH:9]=1.[OH2:34], predict the reaction product. The product is: [O:32]=[C:31]1[C:30]2[C:25](=[CH:26][CH:27]=[CH:28][CH:29]=2)[C:24](=[O:33])[N:23]1[C@H:21]([C:13]1[C:14]([CH:18]=[O:34])=[N:15][C:16]2[C:11]([CH:12]=1)=[CH:10][CH:9]=[C:8]([F:7])[CH:17]=2)[CH3:22]. (2) Given the reactants [CH2:1]([O:3][C:4](=[O:18])[C:5](=O)[CH2:6][C:7]([C:9]1[CH:14]=[CH:13][C:12]([O:15][CH3:16])=[CH:11][N:10]=1)=O)[CH3:2].[NH:19]([C:21]1[CH:22]=[CH:23][C:24]([CH3:27])=[N:25][CH:26]=1)[NH2:20].C(O)(=O)C.C(=O)([O-])O.[Na+], predict the reaction product. The product is: [CH2:1]([O:3][C:4]([C:5]1[CH:6]=[C:7]([C:9]2[CH:14]=[CH:13][C:12]([O:15][CH3:16])=[CH:11][N:10]=2)[N:19]([C:21]2[CH:26]=[N:25][C:24]([CH3:27])=[CH:23][CH:22]=2)[N:20]=1)=[O:18])[CH3:2]. (3) Given the reactants [F:1][C:2]1[CH:7]=[CH:6][C:5]([N:8]2[C:16]3[C:11](=[CH:12][C:13]([CH:17]([C:24]4[CH:29]=[CH:28][CH:27]=[CH:26][CH:25]=4)[C:18]([CH3:23])([CH3:22])[C:19]([OH:21])=O)=[CH:14][CH:15]=3)[CH:10]=[CH:9]2)=[CH:4][CH:3]=1.[NH2:30][C:31]1[S:32][CH:33]=[CH:34][N:35]=1.C(N(C(C)C)CC)(C)C.CN(C(ON1N=NC2C=CC=NC1=2)=[N+](C)C)C.F[P-](F)(F)(F)(F)F, predict the reaction product. The product is: [F:1][C:2]1[CH:3]=[CH:4][C:5]([N:8]2[C:16]3[C:11](=[CH:12][C:13]([CH:17]([C:24]4[CH:25]=[CH:26][CH:27]=[CH:28][CH:29]=4)[C:18]([CH3:22])([CH3:23])[C:19]([NH:30][C:31]4[S:32][CH:33]=[CH:34][N:35]=4)=[O:21])=[CH:14][CH:15]=3)[CH:10]=[CH:9]2)=[CH:6][CH:7]=1. (4) Given the reactants O([O:5][CH:6]([CH2:10][CH2:11][CH2:12][CH2:13][CH2:14][CH2:15][CH2:16][CH2:17][CH2:18][CH3:19])[C:7]([OH:9])=[O:8])C(C)=O.C(N=C=N[CH:26]([CH3:28])[CH3:27])(C)C.[CH2:29]([OH:32])[CH2:30]C, predict the reaction product. The product is: [C:29]([O:5][CH:6]([CH2:10][CH2:11][CH2:12][CH2:13][CH2:14][CH2:15][CH2:16][CH2:17][CH2:18][CH3:19])[C:7]([O:9][CH2:28][CH2:26][CH3:27])=[O:8])(=[O:32])[CH3:30]. (5) Given the reactants [CH3:1][C:2]1[CH:3]=[CH:4][C:5]([CH2:8][C:9]2[CH:14]=[CH:13][C:12]([OH:15])=[CH:11][CH:10]=2)=[N:6][CH:7]=1.[N:16]1[CH:21]=[CH:20][CH:19]=[CH:18][C:17]=1[N:22]1[CH2:27][CH2:26][N:25]([C:28](Cl)=[O:29])[CH2:24][CH2:23]1, predict the reaction product. The product is: [CH3:1][C:2]1[CH:3]=[CH:4][C:5]([CH2:8][C:9]2[CH:10]=[CH:11][C:12]([O:15][C:28]([N:25]3[CH2:24][CH2:23][N:22]([C:17]4[CH:18]=[CH:19][CH:20]=[CH:21][N:16]=4)[CH2:27][CH2:26]3)=[O:29])=[CH:13][CH:14]=2)=[N:6][CH:7]=1. (6) The product is: [NH2:1][C:2]1[C:11]2[N:10]=[CH:9][C:8]([CH2:12][CH2:13][C:14]3[CH:22]=[CH:21][C:17]([C:18]([N:40]([CH2:39][CH2:38][N:37]([CH3:42])[CH3:36])[CH3:41])=[O:19])=[CH:16][C:15]=3[CH3:23])=[CH:7][C:6]=2[C:5]2[CH:24]=[CH:25][C:26]([CH3:28])=[CH:27][C:4]=2[N:3]=1. Given the reactants [NH2:1][C:2]1[C:11]2[N:10]=[CH:9][C:8]([CH2:12][CH2:13][C:14]3[CH:22]=[CH:21][C:17]([C:18](Cl)=[O:19])=[CH:16][C:15]=3[CH3:23])=[CH:7][C:6]=2[C:5]2[CH:24]=[CH:25][C:26]([CH3:28])=[CH:27][C:4]=2[N:3]=1.C(N(CC)CC)C.[CH3:36][N:37]([CH3:42])[CH2:38][CH2:39][NH:40][CH3:41], predict the reaction product.